This data is from Catalyst prediction with 721,799 reactions and 888 catalyst types from USPTO. The task is: Predict which catalyst facilitates the given reaction. (1) Reactant: C([O:3][C:4]([C:6]1([C:9]2[CH:14]=[CH:13][C:12]([C:15]3[CH:20]=[CH:19][C:18]([C:21]4[S:22][C:23]([Cl:38])=[CH:24][C:25]=4[NH:26][C:27]([O:29][C@@H:30]([C:32]4[CH:37]=[CH:36][CH:35]=[CH:34][CH:33]=4)[CH3:31])=[O:28])=[CH:17][N:16]=3)=[CH:11][CH:10]=2)[CH2:8][CH2:7]1)=[O:5])C.[OH-].[Na+].Cl.C(OCC)(=O)C. Product: [Cl:38][C:23]1[S:22][C:21]([C:18]2[CH:19]=[CH:20][C:15]([C:12]3[CH:11]=[CH:10][C:9]([C:6]4([C:4]([OH:5])=[O:3])[CH2:8][CH2:7]4)=[CH:14][CH:13]=3)=[N:16][CH:17]=2)=[C:25]([NH:26][C:27]([O:29][C@@H:30]([C:32]2[CH:33]=[CH:34][CH:35]=[CH:36][CH:37]=2)[CH3:31])=[O:28])[CH:24]=1. The catalyst class is: 40. (2) Reactant: [O:1]1[CH2:6][CH2:5][N:4]([C:7]2[N:12]=[CH:11][C:10]([NH:13][C:14]3[N:15]=[CH:16][C:17]4[S:22][CH:21]=[C:20]([C:23]5[CH:33]=[CH:32][C:26]([C:27](OCC)=[O:28])=[CH:25][CH:24]=5)[C:18]=4[N:19]=3)=[CH:9][CH:8]=2)[CH2:3][CH2:2]1.[H-].[Al+3].[Li+].[H-].[H-].[H-]. Product: [O:1]1[CH2:6][CH2:5][N:4]([C:7]2[N:12]=[CH:11][C:10]([NH:13][C:14]3[N:15]=[CH:16][C:17]4[S:22][CH:21]=[C:20]([C:23]5[CH:33]=[CH:32][C:26]([CH2:27][OH:28])=[CH:25][CH:24]=5)[C:18]=4[N:19]=3)=[CH:9][CH:8]=2)[CH2:3][CH2:2]1. The catalyst class is: 305. (3) Reactant: [Br:1][C:2]1[CH:3]=[C:4]2[O:10][C:9](=[O:11])[NH:8][C:5]2=[N:6][CH:7]=1.[H-].[Na+].[CH3:14]I. Product: [Br:1][C:2]1[CH:3]=[C:4]2[O:10][C:9](=[O:11])[N:8]([CH3:14])[C:5]2=[N:6][CH:7]=1. The catalyst class is: 9. (4) Reactant: Br[C:2]1[CH:8]=[C:7]([C:9]([F:12])([F:11])[F:10])[CH:6]=[CH:5][C:3]=1[NH2:4].[Cu](C#N)[C:14]#[N:15]. Product: [NH2:4][C:3]1[CH:5]=[CH:6][C:7]([C:9]([F:12])([F:11])[F:10])=[CH:8][C:2]=1[C:14]#[N:15]. The catalyst class is: 435.